Dataset: Reaction yield outcomes from USPTO patents with 853,638 reactions. Task: Predict the reaction yield, written as a fraction of the theoretical maximum amount of product (1.0 means a 100% yield; for example, 0.34 means a 34% yield). (1) The reactants are [NH2:1][C:2]1[C:7]([NH2:8])=[CH:6][C:5]([C:9]2[CH:10]=[N:11][C:12]([C:15]([OH:18])([CH3:17])[CH3:16])=[N:13][CH:14]=2)=[C:4]([F:19])[C:3]=1[CH:20]1[CH2:24][CH2:23][CH2:22][O:21]1.O1CCOCC1.[CH2:31]([NH:33][C:34]([NH:36][C:37](SC)=NC(=O)NCC)=[O:35])[CH3:32].C([O-])(O)=O.[Na+]. The catalyst is OS(O)(=O)=O. The product is [CH2:31]([NH:33][C:34]([NH:36][C:37]1[NH:1][C:2]2[C:3]([CH:20]3[CH2:24][CH2:23][CH2:22][O:21]3)=[C:4]([F:19])[C:5]([C:9]3[CH:10]=[N:11][C:12]([C:15]([OH:18])([CH3:16])[CH3:17])=[N:13][CH:14]=3)=[CH:6][C:7]=2[N:8]=1)=[O:35])[CH3:32]. The yield is 0.940. (2) The reactants are [N:1]1([C:12](=[O:13])[C:11]2[NH:10][CH:9]=[N:8][C:7]=2[N:5]([CH3:6])[C:3]1=[O:4])[CH3:2].[N+:14]([C:17]1[CH:22]=[CH:21][C:20](CCBr)=[CH:19][CH:18]=1)([O-:16])=[O:15].[OH-].[Na+].[CH:28]([OH:31])(C)[CH3:29]. The catalyst is O. The product is [CH3:2][N:1]1[C:12](=[O:13])[C:11]2[N:10]([C:20]3[CH:19]=[CH:18][C:17]([N+:14]([O-:16])=[O:15])([O:31][CH2:28][CH3:29])[CH2:22][CH:21]=3)[CH:9]=[N:8][C:7]=2[N:5]([CH3:6])[C:3]1=[O:4]. The yield is 0.500. (3) The reactants are Br[C:2]1[N:3]=[CH:4][C:5]([N:8]2[CH2:13][CH2:12][N:11]([C:14]([O:16][C:17]([CH3:20])([CH3:19])[CH3:18])=[O:15])[CH2:10][C@@H:9]2[CH3:21])=[N:6][CH:7]=1.[C:22]1([C:28]([C:30]2[CH:35]=[CH:34][CH:33]=[CH:32][CH:31]=2)=[NH:29])[CH:27]=[CH:26][CH:25]=[CH:24][CH:23]=1.C1C=CC(P(C2C=CC3C(=CC=CC=3)C=2C2C3C(=CC=CC=3)C=CC=2P(C2C=CC=CC=2)C2C=CC=CC=2)C2C=CC=CC=2)=CC=1.C([O-])([O-])=O.[Cs+].[Cs+]. The catalyst is C1C=CC(/C=C/C(/C=C/C2C=CC=CC=2)=O)=CC=1.C1C=CC(/C=C/C(/C=C/C2C=CC=CC=2)=O)=CC=1.C1C=CC(/C=C/C(/C=C/C2C=CC=CC=2)=O)=CC=1.[Pd].[Pd].O1CCOCC1. The product is [C:22]1([C:28](=[N:29][C:2]2[N:3]=[CH:4][C:5]([N:8]3[CH2:13][CH2:12][N:11]([C:14]([O:16][C:17]([CH3:20])([CH3:19])[CH3:18])=[O:15])[CH2:10][C@@H:9]3[CH3:21])=[N:6][CH:7]=2)[C:30]2[CH:31]=[CH:32][CH:33]=[CH:34][CH:35]=2)[CH:27]=[CH:26][CH:25]=[CH:24][CH:23]=1. The yield is 0.750. (4) The reactants are [C:1]([C:3]1[CH:4]=[CH:5][C:6]([NH:9][C:10](=[O:16])[O:11][C:12]([CH3:15])([CH3:14])[CH3:13])=[N:7][CH:8]=1)#[CH:2].Br[C:18]1[N:22]([CH2:23][CH2:24][F:25])[C:21]2[CH:26]=[CH:27][CH:28]=[CH:29][C:20]=2[N:19]=1. No catalyst specified. The product is [F:25][CH2:24][CH2:23][N:22]1[C:21]2[CH:26]=[CH:27][CH:28]=[CH:29][C:20]=2[N:19]=[C:18]1[C:2]#[C:1][C:3]1[CH:4]=[CH:5][C:6]([NH:9][C:10](=[O:16])[O:11][C:12]([CH3:13])([CH3:15])[CH3:14])=[N:7][CH:8]=1. The yield is 0.310.